This data is from Full USPTO retrosynthesis dataset with 1.9M reactions from patents (1976-2016). The task is: Predict the reactants needed to synthesize the given product. (1) Given the product [NH2:15][C:10]1[C:9]([C:7]2[S:6][C:5]3[CH:16]=[CH:17][C:2]([NH:1][C:22](=[O:23])[C:21]4[CH:25]=[CH:26][CH:27]=[C:19]([CH3:18])[CH:20]=4)=[CH:3][C:4]=3[CH:8]=2)=[CH:14][CH:13]=[CH:12][N:11]=1, predict the reactants needed to synthesize it. The reactants are: [NH2:1][C:2]1[CH:17]=[CH:16][C:5]2[S:6][C:7]([C:9]3[C:10]([NH2:15])=[N:11][CH:12]=[CH:13][CH:14]=3)=[CH:8][C:4]=2[CH:3]=1.[CH3:18][C:19]1[CH:20]=[C:21]([CH:25]=[CH:26][CH:27]=1)[C:22](O)=[O:23]. (2) The reactants are: C([N:8]1[C:12]2[N:13](CC3C=CC=CC=3)[C:14](=[O:20])[CH:15]([OH:19])[NH:16][C:17](=[O:18])[C:11]=2[N:10]=[CH:9]1)C1C=CC=CC=1. Given the product [OH:19][CH:15]1[C:14](=[O:20])[NH:13][C:12]2[NH:8][CH:9]=[N:10][C:11]=2[C:17](=[O:18])[NH:16]1, predict the reactants needed to synthesize it. (3) Given the product [C:1]([O:5][C:6](=[O:21])[NH:7][C:8]1[CH:13]=[C:12]([O:14][CH3:15])[C:11]([C:16]([F:19])([F:18])[F:17])=[CH:10][C:9]=1[NH:20][C:27](=[O:28])[CH2:26][C:25](=[O:24])[C:30]1[CH:35]=[CH:34][CH:33]=[C:32]([N:36]2[CH:40]=[CH:39][N:38]=[N:37]2)[CH:31]=1)([CH3:4])([CH3:2])[CH3:3], predict the reactants needed to synthesize it. The reactants are: [C:1]([O:5][C:6](=[O:21])[NH:7][C:8]1[CH:13]=[C:12]([O:14][CH3:15])[C:11]([C:16]([F:19])([F:18])[F:17])=[CH:10][C:9]=1[NH2:20])([CH3:4])([CH3:3])[CH3:2].CC1(C)[O:28][C:27](=O)[CH:26]=[C:25]([C:30]2[CH:35]=[CH:34][CH:33]=[C:32]([N:36]3[CH:40]=[CH:39][N:38]=[N:37]3)[CH:31]=2)[O:24]1. (4) Given the product [N+:11]([C:10]1[CH:9]=[CH:8][C:4]([C:5]2[O:7][N:23]=[C:16]([C:17]3[CH:18]=[N:19][CH:20]=[CH:21][CH:22]=3)[N:15]=2)=[CH:3][C:2]=1[OH:1])([O-:13])=[O:12], predict the reactants needed to synthesize it. The reactants are: [OH:1][C:2]1[CH:3]=[C:4]([CH:8]=[CH:9][C:10]=1[N+:11]([O-:13])=[O:12])[C:5]([OH:7])=O.O[N:15]=[C:16]([NH2:23])[C:17]1[CH:22]=[CH:21][CH:20]=[N:19][CH:18]=1.N. (5) Given the product [CH2:1]([O:8][C:9]1[C:14](=[O:15])[N:13]=[C:12]([CH2:16][C:17]2([C:22]3[CH:23]=[CH:24][C:25]([Cl:28])=[CH:26][CH:27]=3)[CH2:21][CH2:20][CH2:19][CH2:18]2)[N:11]2[CH2:39][CH2:38][N:31]([CH:32]([CH3:37])[C:33]([F:35])([F:34])[F:36])[C:29](=[O:30])[C:10]=12)[C:2]1[CH:7]=[CH:6][CH:5]=[CH:4][CH:3]=1, predict the reactants needed to synthesize it. The reactants are: [CH2:1]([O:8][C:9]1[C:10]([C:29]([N:31]([CH2:38][CH2:39]O)[CH:32]([CH3:37])[C:33]([F:36])([F:35])[F:34])=[O:30])=[N:11][C:12]([CH2:16][C:17]2([C:22]3[CH:27]=[CH:26][C:25]([Cl:28])=[CH:24][CH:23]=3)[CH2:21][CH2:20][CH2:19][CH2:18]2)=[N:13][C:14]=1[OH:15])[C:2]1[CH:7]=[CH:6][CH:5]=[CH:4][CH:3]=1.C1(P(C2C=CC=CC=2)C2C=CC=CC=2)C=CC=CC=1.N(C(OC(C)C)=O)=NC(OC(C)C)=O. (6) Given the product [Cl:12][C:8]1[N:7]=[C:6]([N:13]2[CH2:18][CH2:17][O:16][CH2:15][CH2:14]2)[C:5]2[C:10](=[CH:11][C:2]([C:23]3[O:24][C:20]([CH3:19])=[CH:21][CH:22]=3)=[CH:3][CH:4]=2)[N:9]=1, predict the reactants needed to synthesize it. The reactants are: Br[C:2]1[CH:11]=[C:10]2[C:5]([C:6]([N:13]3[CH2:18][CH2:17][O:16][CH2:15][CH2:14]3)=[N:7][C:8]([Cl:12])=[N:9]2)=[CH:4][CH:3]=1.[CH3:19][C:20]1[O:24][C:23](B2OC(C)(C)C(C)(C)O2)=[CH:22][CH:21]=1.C(=O)([O-])[O-].[Na+].[Na+].CN(C=O)C. (7) Given the product [Cl:1][C:2]1[CH:7]=[C:6]([CH3:8])[N:5]=[C:4]([O:9][C:10]2[C:11]([CH3:18])=[CH:12][C:13]([CH3:17])=[CH:14][C:15]=2[CH3:16])[C:3]=1[CH:19]=[O:20], predict the reactants needed to synthesize it. The reactants are: [Cl:1][C:2]1[CH:7]=[C:6]([CH3:8])[N:5]=[C:4]([O:9][C:10]2[C:15]([CH3:16])=[CH:14][C:13]([CH3:17])=[CH:12][C:11]=2[CH3:18])[C:3]=1[CH2:19][OH:20].[Cr](Cl)([O-])(=O)=O.[NH+]1C=CC=CC=1. (8) Given the product [O:1]=[C:2]1[N:6]([CH2:7][CH2:8][CH2:9][C:10]([O:12][Cl:22])=[O:11])[C:5]2[CH:13]=[CH:14][CH:15]=[CH:16][C:4]=2[NH:3]1, predict the reactants needed to synthesize it. The reactants are: [O:1]=[C:2]1[N:6]([CH2:7][CH2:8][CH2:9][C:10]([OH:12])=[O:11])[C:5]2[CH:13]=[CH:14][CH:15]=[CH:16][C:4]=2[NH:3]1.CN(C)C=O.[Cl:22]CCl.C(Cl)(=O)C(Cl)=O. (9) Given the product [C:1]([C:5]1[O:9][N:8]=[C:7]([C:10]2[CH:15]=[C:14]([O:28][CH2:27][C:24]3[CH:25]=[CH:26][C:21]([F:20])=[CH:22][CH:23]=3)[C:13]([CH:17]3[CH2:19][CH2:18]3)=[CH:12][N:11]=2)[N:6]=1)([CH3:4])([CH3:3])[CH3:2], predict the reactants needed to synthesize it. The reactants are: [C:1]([C:5]1[O:9][N:8]=[C:7]([C:10]2[CH:15]=[C:14](Cl)[C:13]([CH:17]3[CH2:19][CH2:18]3)=[CH:12][N:11]=2)[N:6]=1)([CH3:4])([CH3:3])[CH3:2].[F:20][C:21]1[CH:26]=[CH:25][C:24]([CH2:27][OH:28])=[CH:23][CH:22]=1.